Dataset: Catalyst prediction with 721,799 reactions and 888 catalyst types from USPTO. Task: Predict which catalyst facilitates the given reaction. (1) Reactant: [C:1]1([C:7](Cl)([C:14]2[CH:19]=[CH:18][CH:17]=[CH:16][CH:15]=2)[C:8]2[CH:13]=[CH:12][CH:11]=[CH:10][CH:9]=2)[CH:6]=[CH:5][CH:4]=[CH:3][CH:2]=1.[CH3:21][C:22]1[NH:23][CH:24]=[CH:25][N:26]=1.C(N(CC)CC)C.O. Product: [CH3:21][C:22]1[N:23]([C:7]([C:14]2[CH:19]=[CH:18][CH:17]=[CH:16][CH:15]=2)([C:8]2[CH:13]=[CH:12][CH:11]=[CH:10][CH:9]=2)[C:1]2[CH:6]=[CH:5][CH:4]=[CH:3][CH:2]=2)[CH:24]=[CH:25][N:26]=1. The catalyst class is: 9. (2) Reactant: [C:12]([O:11][C:9](O[C:9]([O:11][C:12]([CH3:15])([CH3:14])[CH3:13])=[O:10])=[O:10])([CH3:15])([CH3:14])[CH3:13].[Cl:16][C:17]1[CH:18]=[C:19]2[NH:25][CH2:24][C:23]([CH3:27])([CH3:26])[C:20]2=[N:21][CH:22]=1.O1CCCC1.[OH-].[Na+]. Product: [C:12]([O:11][C:9]([N:25]1[C:19]2[C:20](=[N:21][CH:22]=[C:17]([Cl:16])[CH:18]=2)[C:23]([CH3:27])([CH3:26])[CH2:24]1)=[O:10])([CH3:13])([CH3:14])[CH3:15]. The catalyst class is: 6.